This data is from Forward reaction prediction with 1.9M reactions from USPTO patents (1976-2016). The task is: Predict the product of the given reaction. (1) Given the reactants C(O)(=O)C1C(=CC=CC=1)[NH2:4].C(N)=O.[N:14]1[C:23]2[C:18](=[CH:19][CH:20]=[CH:21][CH:22]=2)[C:17](=[O:24])[NH:16][CH:15]=1.O.NN, predict the reaction product. The product is: [N:14]1[C:23]2[C:18](=[CH:19][CH:20]=[CH:21][CH:22]=2)[C:17](=[O:24])[NH:16][CH:15]=1.[NH2:4][N:16]1[C:17](=[O:24])[C:18]2[C:23](=[CH:22][CH:21]=[CH:20][CH:19]=2)[N:14]=[CH:15]1. (2) Given the reactants [C:1]([O:5][C:6](=[O:23])[CH2:7][C:8]1[C:9]([CH3:22])=[N:10][N:11]([CH2:14][C:15]2[CH:20]=[CH:19][C:18](I)=[CH:17][CH:16]=2)[C:12]=1[CH3:13])([CH3:4])([CH3:3])[CH3:2].[CH:24](N(C(C)C)CC)(C)[CH3:25].[F-].C([N+](CCCC)(CCCC)CCCC)CCC, predict the reaction product. The product is: [C:1]([O:5][C:6](=[O:23])[CH2:7][C:8]1[C:9]([CH3:22])=[N:10][N:11]([CH2:14][C:15]2[CH:20]=[CH:19][C:18]([C:24]#[CH:25])=[CH:17][CH:16]=2)[C:12]=1[CH3:13])([CH3:4])([CH3:3])[CH3:2]. (3) Given the reactants Cl.[NH2:2][C:3]([NH2:5])=[NH:4].[H-].[Na+].[Cl:8][C:9]1[C:18]2[C:13](=[CH:14][CH:15]=[C:16]([S:19]([NH:22][C:23]3[CH:35]=[CH:34][CH:33]=[CH:32][C:24]=3[C:25]([O:27]C(C)(C)C)=[O:26])(=[O:21])=[O:20])[CH:17]=2)[C:12]([Cl:36])=[CH:11][N:10]=1.O, predict the reaction product. The product is: [ClH:8].[Cl:36][C:12]1[C:13]2[C:18](=[CH:17][C:16]([S:19]([NH:22][C:23]3[CH:35]=[CH:34][CH:33]=[CH:32][C:24]=3[C:25]([OH:27])=[O:26])(=[O:21])=[O:20])=[CH:15][CH:14]=2)[C:9]([NH:4][C:3]([NH2:5])=[NH:2])=[N:10][CH:11]=1. (4) Given the reactants [C:1]([N:5]1[C:12]2[C@@H:11]3[CH2:13][C@@H:10]3[CH2:9][C:8]=2[C:7]([C:14](O)=[O:15])=[N:6]1)([CH3:4])([CH3:3])[CH3:2].CN(C(ON1N=NC2C=CC=NC1=2)=[N+](C)C)C.F[P-](F)(F)(F)(F)F.CCN(CC)CC.[C:48]1([C:54]([NH2:57])([CH3:56])[CH3:55])[CH:53]=[CH:52][CH:51]=[CH:50][CH:49]=1, predict the reaction product. The product is: [CH3:55][C:54]([NH:57][C:14]([C:7]1[C:8]2[CH2:9][C@H:10]3[CH2:13][C@H:11]3[C:12]=2[N:5]([C:1]([CH3:4])([CH3:2])[CH3:3])[N:6]=1)=[O:15])([C:48]1[CH:53]=[CH:52][CH:51]=[CH:50][CH:49]=1)[CH3:56]. (5) Given the reactants [Si:1]([O:8][CH2:9][C:10]1[CH:15]=[CH:14][N:13]=[C:12]([CH:16]=O)[CH:11]=1)([C:4]([CH3:7])([CH3:6])[CH3:5])([CH3:3])[CH3:2].[CH2:18]([N:20]([CH2:35][CH3:36])[CH2:21][CH2:22][CH2:23][CH2:24][NH:25]CC1C=C(CN)C=CN=1)[CH3:19], predict the reaction product. The product is: [Si:1]([O:8][CH2:9][C:10]1[CH:15]=[CH:14][N:13]=[C:12]([CH2:16][NH:25][CH2:24][CH2:23][CH2:22][CH2:21][N:20]([CH2:35][CH3:36])[CH2:18][CH3:19])[CH:11]=1)([C:4]([CH3:7])([CH3:6])[CH3:5])([CH3:3])[CH3:2]. (6) Given the reactants [CH3:1][C:2]1[CH:10]=[C:9]([CH3:11])[CH:8]=[C:7]([CH3:12])[C:3]=1[C:4](Cl)=[O:5].[C:13]1([P:19]([O:22]C)[O:20]C)[CH:18]=[CH:17][CH:16]=[CH:15][CH:14]=1.[Br-].[Li+:25], predict the reaction product. The product is: [C:13]1([P:19]([C:4](=[O:5])[C:3]2[C:2]([CH3:1])=[CH:10][C:9]([CH3:11])=[CH:8][C:7]=2[CH3:12])(=[O:20])[O-:22])[CH:18]=[CH:17][CH:16]=[CH:15][CH:14]=1.[Li+:25]. (7) Given the reactants C([O:3][C:4]([CH:6]1[CH2:11][CH2:10][N:9]([C:12]2[N:17]=[CH:16][CH:15]=[CH:14][N:13]=2)[CH2:8][CH2:7]1)=[O:5])C.O.[OH-].[Li+].O, predict the reaction product. The product is: [N:13]1[CH:14]=[CH:15][CH:16]=[N:17][C:12]=1[N:9]1[CH2:10][CH2:11][CH:6]([C:4]([OH:5])=[O:3])[CH2:7][CH2:8]1. (8) Given the reactants [CH2:1]([O:3][C:4]([C:6]1([C:9]2[CH:14]=[CH:13][C:12]([C:15]3[CH:20]=[CH:19][C:18]([C:21]4[O:25][N:24]=[C:23]([CH3:26])[C:22]=4[NH2:27])=[CH:17][CH:16]=3)=[CH:11][CH:10]=2)[CH2:8][CH2:7]1)=[O:5])[CH3:2].Br[C:29]1[CH:30]=[N:31][CH:32]=[CH:33][CH:34]=1.C1C=CC(P(C2C(C3C(P(C4C=CC=CC=4)C4C=CC=CC=4)=CC=C4C=3C=CC=C4)=C3C(C=CC=C3)=CC=2)C2C=CC=CC=2)=CC=1.C(=O)([O-])[O-].[Cs+].[Cs+], predict the reaction product. The product is: [CH2:1]([O:3][C:4]([C:6]1([C:9]2[CH:10]=[CH:11][C:12]([C:15]3[CH:20]=[CH:19][C:18]([C:21]4[O:25][N:24]=[C:23]([CH3:26])[C:22]=4[NH:27][C:29]4[CH:30]=[N:31][CH:32]=[CH:33][CH:34]=4)=[CH:17][CH:16]=3)=[CH:13][CH:14]=2)[CH2:8][CH2:7]1)=[O:5])[CH3:2]. (9) Given the reactants [O:1]([C:8]1[CH:13]=[CH:12][C:11]([C:14]2[C:22]3[C:17](=[N:18][CH:19]=[N:20][C:21]=3[NH2:23])[N:16]([CH2:24][C@H:25]3[CH2:29][CH2:28][CH2:27][NH:26]3)[N:15]=2)=[CH:10][CH:9]=1)[C:2]1[CH:7]=[CH:6][CH:5]=[CH:4][CH:3]=1.C(N(CC)CC)C.N1(OC(N(C)C)=[N+](C)C)[C:41]2N=[CH:43][CH:44]=[CH:45][C:40]=2N=N1.[F:54][P-](F)(F)(F)(F)F.CN([CH:64]=[O:65])C, predict the reaction product. The product is: [NH2:23][C:21]1[N:20]=[CH:19][N:18]=[C:17]2[N:16]([CH2:24][C@H:25]3[CH2:29][CH2:28][CH2:27][N:26]3[C:64](=[O:65])[C:41]([F:54])=[CH:40][CH:45]3[CH2:43][CH2:44]3)[N:15]=[C:14]([C:11]3[CH:10]=[CH:9][C:8]([O:1][C:2]4[CH:7]=[CH:6][CH:5]=[CH:4][CH:3]=4)=[CH:13][CH:12]=3)[C:22]=12. (10) Given the reactants [CH3:1][O:2][C:3](=[O:16])[C:4]([OH:15])([C:10]1[S:11][CH:12]=[CH:13][CH:14]=1)[CH2:5][CH2:6][CH2:7][CH2:8][CH3:9].O[C@@H:18]1[CH:23]2C[CH2:25][N:20]([CH2:21][CH2:22]2)[CH2:19]1, predict the reaction product. The product is: [N:20]12[CH2:21][CH2:22][CH:23]([CH2:18][CH2:19]1)[C@@H:1]([O:2][C:3](=[O:16])[C:4]([OH:15])([C:10]1[S:11][CH:12]=[CH:13][CH:14]=1)[CH2:5][CH2:6][CH2:7][CH2:8][CH3:9])[CH2:25]2.